From a dataset of NCI-60 drug combinations with 297,098 pairs across 59 cell lines. Regression. Given two drug SMILES strings and cell line genomic features, predict the synergy score measuring deviation from expected non-interaction effect. Drug 1: CC1=CC2C(CCC3(C2CCC3(C(=O)C)OC(=O)C)C)C4(C1=CC(=O)CC4)C. Drug 2: CCCCCOC(=O)NC1=NC(=O)N(C=C1F)C2C(C(C(O2)C)O)O. Cell line: SF-295. Synergy scores: CSS=-4.95, Synergy_ZIP=0.941, Synergy_Bliss=-5.22, Synergy_Loewe=-8.05, Synergy_HSA=-8.04.